Predict which catalyst facilitates the given reaction. From a dataset of Catalyst prediction with 721,799 reactions and 888 catalyst types from USPTO. (1) Reactant: C(N(CC)CC)C.[N:8]1[CH:13]=[CH:12][CH:11]=[CH:10][C:9]=1[NH2:14].[Br:15][C:16]1[CH:17]=[CH:18][C:19]([O:25][CH2:26][C:27]2[CH:32]=[CH:31][CH:30]=[CH:29][CH:28]=2)=[C:20]([CH:24]=1)[C:21](O)=[O:22].C(Cl)CCl.C1C=CC2N(O)N=NC=2C=1. Product: [Br:15][C:16]1[CH:17]=[CH:18][C:19]([O:25][CH2:26][C:27]2[CH:28]=[CH:29][CH:30]=[CH:31][CH:32]=2)=[C:20]([CH:24]=1)[C:21]([NH:14][C:9]1[CH:10]=[CH:11][CH:12]=[CH:13][N:8]=1)=[O:22]. The catalyst class is: 18. (2) Reactant: [CH2:1]([O:3][C:4]1[CH:9]=[CH:8][CH:7]=[CH:6][C:5]=1B(O)O)[CH3:2].C(=O)([O-])[O-].[Na+].[Na+].[NH2:19][C:20]1[CH:25]=[C:24](Cl)[N:23]=[CH:22][N:21]=1. Product: [CH2:1]([O:3][C:4]1[CH:9]=[CH:8][CH:7]=[CH:6][C:5]=1[C:24]1[N:23]=[CH:22][N:21]=[C:20]([NH2:19])[CH:25]=1)[CH3:2]. The catalyst class is: 77. (3) The catalyst class is: 13. Product: [CH3:6][C:7]1[C:11]([CH:12]([OH:13])[CH3:1])=[C:10]([C:14]2[CH:19]=[CH:18][CH:17]=[CH:16][CH:15]=2)[O:9][N:8]=1. Reactant: [CH2:1]1COCC1.[CH3:6][C:7]1[C:11]([CH:12]=[O:13])=[C:10]([C:14]2[CH:19]=[CH:18][CH:17]=[CH:16][CH:15]=2)[O:9][N:8]=1.C[Mg]Br.Cl. (4) Reactant: Cl[CH2:2][C:3]([N:5]1[C@@H:9]([C:10]#[CH:11])[CH2:8][CH2:7][C@H:6]1[C:12]#[N:13])=[O:4].[CH3:14][O:15][CH2:16][C:17]1([NH2:22])[CH2:21][CH2:20][CH2:19][CH2:18]1. Product: [C:10]([C@@H:9]1[N:5]([C:3](=[O:4])[CH2:2][NH:22][C:17]2([CH2:16][O:15][CH3:14])[CH2:21][CH2:20][CH2:19][CH2:18]2)[C@H:6]([C:12]#[N:13])[CH2:7][CH2:8]1)#[CH:11]. The catalyst class is: 10. (5) Reactant: [CH3:1][C:2]([CH:4]=[CH2:5])=[O:3].[CH3:6][CH:7]1[C:12](=[O:13])[CH2:11][CH2:10][CH2:9][C:8]1=[O:14].COC(=O)C1C(=CC=CC=1)C(OC)=O. Product: [O:3]=[C:2]([CH3:1])[CH2:4][CH2:5][C:7]1([CH3:6])[C:12](=[O:13])[CH2:11][CH2:10][CH2:9][C:8]1=[O:14]. The catalyst class is: 5. (6) Reactant: [C:1](OCC)(=[O:6])[CH2:2][C:3]([CH3:5])=O.[NH:10]([C:12]1[CH:13]=[C:14]([CH:18]=[CH:19][CH:20]=1)[C:15]([OH:17])=[O:16])[NH2:11].O. Product: [OH:6][C:1]1[N:10]([C:12]2[CH:13]=[C:14]([CH:18]=[CH:19][CH:20]=2)[C:15]([OH:17])=[O:16])[N:11]=[C:3]([CH3:5])[CH:2]=1. The catalyst class is: 8. (7) Reactant: [NH:1]1[C:9]2[C:4](=[CH:5][C:6]([N:10]3[CH:15]=[CH:14][C:13]([C:16]4[CH:21]=[CH:20][C:19]([C:22]([F:25])([F:24])[F:23])=[CH:18][CH:17]=4)=[CH:12][C:11]3=[O:26])=[CH:7][CH:8]=2)[CH:3]=[N:2]1.Br[CH2:28][CH2:29][Cl:30].C([O-])([O-])=O.[Cs+].[Cs+]. Product: [Cl:30][CH2:29][CH2:28][N:1]1[C:9]2[C:4](=[CH:5][C:6]([N:10]3[CH:15]=[CH:14][C:13]([C:16]4[CH:21]=[CH:20][C:19]([C:22]([F:24])([F:25])[F:23])=[CH:18][CH:17]=4)=[CH:12][C:11]3=[O:26])=[CH:7][CH:8]=2)[CH:3]=[N:2]1. The catalyst class is: 58.